Dataset: Forward reaction prediction with 1.9M reactions from USPTO patents (1976-2016). Task: Predict the product of the given reaction. Given the reactants [CH2:1]([NH:3][S:4]([C:7]1[C:8]([F:17])=[CH:9][C:10]([F:16])=[C:11]([CH:15]=1)[C:12]([OH:14])=O)(=[O:6])=[O:5])[CH3:2].C(Cl)CCl.C1C=CC2N(O)N=NC=2C=1.[CH:32]1([C:37]2[S:41][C:40]([NH2:42])=[N:39][N:38]=2)[CH2:36][CH2:35][CH2:34][CH2:33]1, predict the reaction product. The product is: [CH:32]1([C:37]2[S:41][C:40]([NH:42][C:12](=[O:14])[C:11]3[CH:15]=[C:7]([S:4]([NH:3][CH2:1][CH3:2])(=[O:5])=[O:6])[C:8]([F:17])=[CH:9][C:10]=3[F:16])=[N:39][N:38]=2)[CH2:33][CH2:34][CH2:35][CH2:36]1.